Dataset: Catalyst prediction with 721,799 reactions and 888 catalyst types from USPTO. Task: Predict which catalyst facilitates the given reaction. Reactant: Cl[C:2]1[N:11]=[C:10]([N:12]([C:14]2[CH:19]=[CH:18][C:17]([O:20][CH3:21])=[CH:16][CH:15]=2)[CH3:13])[C:9]2[C:4](=[CH:5][CH:6]=[CH:7][CH:8]=2)[N:3]=1.[CH3:22][S-:23].[Na+]. Product: [CH3:22][S:23][C:2]1[N:11]=[C:10]([N:12]([C:14]2[CH:19]=[CH:18][C:17]([O:20][CH3:21])=[CH:16][CH:15]=2)[CH3:13])[C:9]2[C:4](=[CH:5][CH:6]=[CH:7][CH:8]=2)[N:3]=1. The catalyst class is: 13.